This data is from Catalyst prediction with 721,799 reactions and 888 catalyst types from USPTO. The task is: Predict which catalyst facilitates the given reaction. (1) Product: [CH:4]1[C:3]2[C:8](=[N:9][C:10]3[C:15]([C:2]=2[NH:1][CH2:19][CH2:20][CH2:21][CH2:22][CH2:23][CH2:24][CH2:25][N:26]2[C:34](=[O:35])[C:33]4[C:28](=[CH:29][CH:30]=[CH:31][CH:32]=4)[C:27]2=[O:36])=[CH:14][CH:13]=[CH:12][CH:11]=3)[CH:7]=[CH:6][CH:5]=1. Reactant: [NH2:1][C:2]1[C:3]2[C:8]([N:9]=[C:10]3[C:15]=1[CH:14]=[CH:13][CH:12]=[CH:11]3)=[CH:7][CH:6]=[CH:5][CH:4]=2.[OH-].[K+].Br[CH2:19][CH2:20][CH2:21][CH2:22][CH2:23][CH2:24][CH2:25][N:26]1[C:34](=[O:35])[C:33]2[C:28](=[CH:29][CH:30]=[CH:31][CH:32]=2)[C:27]1=[O:36]. The catalyst class is: 16. (2) Reactant: [C:1](Cl)(=[O:19])[CH2:2][CH2:3][CH2:4][CH2:5][CH2:6][CH2:7][CH2:8][CH2:9][CH2:10][CH2:11][CH2:12][CH2:13][CH2:14][CH2:15][CH2:16][CH2:17][CH3:18].[NH2:21][CH2:22][CH:23]([OH:26])[CH2:24][NH2:25]. Product: [C:1]([NH:21][CH2:22][CH:23]([OH:26])[CH2:24][NH:25][C:1](=[O:19])[CH2:2][CH2:3][CH2:4][CH2:5][CH2:6][CH2:7][CH2:8][CH2:9][CH2:10][CH2:11][CH2:12][CH2:13][CH2:14][CH2:15][CH2:16][CH2:17][CH3:18])(=[O:19])[CH2:2][CH2:3][CH2:4][CH2:5][CH2:6][CH2:7][CH2:8][CH2:9][CH2:10][CH2:11][CH2:12][CH2:13][CH2:14][CH2:15][CH2:16][CH2:17][CH3:18]. The catalyst class is: 344.